This data is from Full USPTO retrosynthesis dataset with 1.9M reactions from patents (1976-2016). The task is: Predict the reactants needed to synthesize the given product. (1) Given the product [F:1][C:2]1[C:7]2[NH:8][CH2:9][CH2:10][O:11][C:6]=2[CH:5]=[CH:4][C:3]=1[OH:13], predict the reactants needed to synthesize it. The reactants are: [F:1][C:2]1[C:7]2[NH:8][C:9](=O)[CH2:10][O:11][C:6]=2[CH:5]=[CH:4][C:3]=1[OH:13]. (2) Given the product [Cl:1][C:2]1[CH:7]=[CH:6][C:5]([CH:8]2[C:9]3[C:27]([CH2:28][CH3:29])=[N:39][N:38]([CH2:37][CH2:36][O:35][CH2:34][C:33]([F:41])([F:40])[F:32])[C:10]=3[C:11](=[O:25])[N:12]2[C:13]2[CH:14]=[C:15]([O:23][CH3:24])[C:16]3[N:17]([C:19]([CH3:22])=[N:20][N:21]=3)[CH:18]=2)=[CH:4][CH:3]=1, predict the reactants needed to synthesize it. The reactants are: [Cl:1][C:2]1[CH:7]=[CH:6][C:5]([CH:8]2[N:12]([C:13]3[CH:14]=[C:15]([O:23][CH3:24])[C:16]4[N:17]([C:19]([CH3:22])=[N:20][N:21]=4)[CH:18]=3)[C:11](=[O:25])[C:10](=O)[CH:9]2[C:27](=O)[CH2:28][CH3:29])=[CH:4][CH:3]=1.Cl.[F:32][C:33]([F:41])([F:40])[CH2:34][O:35][CH2:36][CH2:37][NH:38][NH2:39]. (3) Given the product [Cl:1][C:2]1[C:10]([N:11]([CH3:20])[S:12]([C:15]2[S:16][CH:17]=[CH:18][CH:19]=2)(=[O:14])=[O:13])=[C:9]2[C:5]([CH:6]=[C:7]([C:21]([OH:23])=[O:22])[NH:8]2)=[CH:4][CH:3]=1, predict the reactants needed to synthesize it. The reactants are: [Cl:1][C:2]1[C:10]([N:11]([CH3:20])[S:12]([C:15]2[S:16][CH:17]=[CH:18][CH:19]=2)(=[O:14])=[O:13])=[C:9]2[C:5]([CH:6]=[C:7]([C:21]([O:23]CC)=[O:22])[NH:8]2)=[CH:4][CH:3]=1.[OH-].[Na+].O1CCCC1. (4) Given the product [F:1][C:2]([F:26])([F:27])[C:3]1[CH:4]=[C:5]([NH:9][C:10](=[O:25])[C:11](=[CH:36][C:35]2[CH:38]=[CH:39][C:32]([O:31][CH:28]([CH3:30])[CH3:29])=[CH:33][CH:34]=2)[C:12]([NH:14][C:15]2[CH:20]=[CH:19][CH:18]=[C:17]([C:21]([F:24])([F:23])[F:22])[CH:16]=2)=[O:13])[CH:6]=[CH:7][CH:8]=1, predict the reactants needed to synthesize it. The reactants are: [F:1][C:2]([F:27])([F:26])[C:3]1[CH:4]=[C:5]([NH:9][C:10](=[O:25])[CH2:11][C:12]([NH:14][C:15]2[CH:20]=[CH:19][CH:18]=[C:17]([C:21]([F:24])([F:23])[F:22])[CH:16]=2)=[O:13])[CH:6]=[CH:7][CH:8]=1.[CH:28]([O:31][C:32]1[CH:39]=[CH:38][C:35]([CH:36]=O)=[CH:34][CH:33]=1)([CH3:30])[CH3:29]. (5) The reactants are: [F:1][C:2]1[CH:29]=[CH:28][C:5]([CH2:6][NH:7][C:8]([C:10]2[C:15]([O:16]CC3C=CC=CC=3)=[C:14]([CH:24]=[CH2:25])[CH:13]=[C:12]([O:26][CH3:27])[N:11]=2)=[O:9])=[CH:4][CH:3]=1.[Si](I)(C)(C)C. Given the product [F:1][C:2]1[CH:3]=[CH:4][C:5]([CH2:6][NH:7][C:8]([C:10]2[C:15]([OH:16])=[C:14]([CH:24]=[CH2:25])[CH:13]=[C:12]([O:26][CH3:27])[N:11]=2)=[O:9])=[CH:28][CH:29]=1, predict the reactants needed to synthesize it. (6) Given the product [F:20][C:21]1[C:27]([F:28])=[CH:26][CH:25]=[CH:24][C:22]=1[NH:23][C:2]1[C:11]2[C:6](=[C:7]([CH3:16])[CH:8]=[C:9]([S:12]([CH3:15])(=[O:14])=[O:13])[CH:10]=2)[N:5]=[N:4][C:3]=1[C:17]([NH2:19])=[O:18], predict the reactants needed to synthesize it. The reactants are: Cl[C:2]1[C:11]2[C:6](=[C:7]([CH3:16])[CH:8]=[C:9]([S:12]([CH3:15])(=[O:14])=[O:13])[CH:10]=2)[N:5]=[N:4][C:3]=1[C:17]([NH2:19])=[O:18].[F:20][C:21]1[C:27]([F:28])=[CH:26][CH:25]=[CH:24][C:22]=1[NH2:23]. (7) Given the product [CH3:12][N:13]([CH2:14][CH2:15][NH:16][C:17]([C:30]1[CH:35]=[CH:34][CH:33]=[CH:32][CH:31]=1)([C:18]1[CH:19]=[CH:20][CH:21]=[CH:22][CH:23]=1)[C:24]1[CH:25]=[CH:26][CH:27]=[CH:28][CH:29]=1)[C:37]1[CH:38]=[N:39][N:40]([CH3:62])[C:41]=1[NH:42][C:43]([C:50]1[CH:55]=[CH:54][CH:53]=[CH:52][CH:51]=1)([C:56]1[CH:61]=[CH:60][CH:59]=[CH:58][CH:57]=1)[C:44]1[CH:45]=[CH:46][CH:47]=[CH:48][CH:49]=1, predict the reactants needed to synthesize it. The reactants are: [H-].[Al+3].[Li+].[H-].[H-].[H-].O1CCCC1.[CH3:12][N:13]([C:37]1[CH:38]=[N:39][N:40]([CH3:62])[C:41]=1[NH:42][C:43]([C:56]1[CH:61]=[CH:60][CH:59]=[CH:58][CH:57]=1)([C:50]1[CH:55]=[CH:54][CH:53]=[CH:52][CH:51]=1)[C:44]1[CH:49]=[CH:48][CH:47]=[CH:46][CH:45]=1)[C:14](=O)[CH2:15][NH:16][C:17]([C:30]1[CH:35]=[CH:34][CH:33]=[CH:32][CH:31]=1)([C:24]1[CH:29]=[CH:28][CH:27]=[CH:26][CH:25]=1)[C:18]1[CH:23]=[CH:22][CH:21]=[CH:20][CH:19]=1.[F-].[Na+].